From a dataset of NCI-60 drug combinations with 297,098 pairs across 59 cell lines. Regression. Given two drug SMILES strings and cell line genomic features, predict the synergy score measuring deviation from expected non-interaction effect. (1) Drug 1: CC1=C(C(=O)C2=C(C1=O)N3CC4C(C3(C2COC(=O)N)OC)N4)N. Drug 2: C1C(C(OC1N2C=NC3=C2NC=NCC3O)CO)O. Cell line: K-562. Synergy scores: CSS=-7.88, Synergy_ZIP=7.48, Synergy_Bliss=9.03, Synergy_Loewe=4.02, Synergy_HSA=-2.10. (2) Drug 1: CC1=C(C(=CC=C1)Cl)NC(=O)C2=CN=C(S2)NC3=CC(=NC(=N3)C)N4CCN(CC4)CCO. Cell line: TK-10. Drug 2: COCCOC1=C(C=C2C(=C1)C(=NC=N2)NC3=CC=CC(=C3)C#C)OCCOC.Cl. Synergy scores: CSS=59.7, Synergy_ZIP=9.67, Synergy_Bliss=9.58, Synergy_Loewe=13.3, Synergy_HSA=15.6. (3) Drug 1: CCC1=CC2CC(C3=C(CN(C2)C1)C4=CC=CC=C4N3)(C5=C(C=C6C(=C5)C78CCN9C7C(C=CC9)(C(C(C8N6C)(C(=O)OC)O)OC(=O)C)CC)OC)C(=O)OC.C(C(C(=O)O)O)(C(=O)O)O. Drug 2: CC1C(C(=O)NC(C(=O)N2CCCC2C(=O)N(CC(=O)N(C(C(=O)O1)C(C)C)C)C)C(C)C)NC(=O)C3=C4C(=C(C=C3)C)OC5=C(C(=O)C(=C(C5=N4)C(=O)NC6C(OC(=O)C(N(C(=O)CN(C(=O)C7CCCN7C(=O)C(NC6=O)C(C)C)C)C)C(C)C)C)N)C. Cell line: HL-60(TB). Synergy scores: CSS=20.8, Synergy_ZIP=-0.917, Synergy_Bliss=-5.69, Synergy_Loewe=-5.90, Synergy_HSA=-5.07. (4) Drug 1: C1C(C(OC1N2C=NC3=C(N=C(N=C32)Cl)N)CO)O. Drug 2: C#CCC(CC1=CN=C2C(=N1)C(=NC(=N2)N)N)C3=CC=C(C=C3)C(=O)NC(CCC(=O)O)C(=O)O. Cell line: NCIH23. Synergy scores: CSS=50.3, Synergy_ZIP=-2.59, Synergy_Bliss=-4.92, Synergy_Loewe=-6.88, Synergy_HSA=-3.91. (5) Synergy scores: CSS=27.5, Synergy_ZIP=-9.04, Synergy_Bliss=-0.297, Synergy_Loewe=-38.7, Synergy_HSA=-0.654. Drug 2: CN(C(=O)NC(C=O)C(C(C(CO)O)O)O)N=O. Drug 1: C1=CN(C(=O)N=C1N)C2C(C(C(O2)CO)O)O.Cl. Cell line: KM12. (6) Drug 1: C(CC(=O)O)C(=O)CN.Cl. Drug 2: C1CC(=O)NC(=O)C1N2C(=O)C3=CC=CC=C3C2=O. Cell line: SR. Synergy scores: CSS=28.0, Synergy_ZIP=-2.58, Synergy_Bliss=-2.63, Synergy_Loewe=1.17, Synergy_HSA=1.30. (7) Drug 1: CS(=O)(=O)CCNCC1=CC=C(O1)C2=CC3=C(C=C2)N=CN=C3NC4=CC(=C(C=C4)OCC5=CC(=CC=C5)F)Cl. Drug 2: C1CN(CCN1C(=O)CCBr)C(=O)CCBr. Cell line: HL-60(TB). Synergy scores: CSS=69.7, Synergy_ZIP=-2.96, Synergy_Bliss=-0.0568, Synergy_Loewe=3.74, Synergy_HSA=3.54.